Dataset: Peptide-MHC class I binding affinity with 185,985 pairs from IEDB/IMGT. Task: Regression. Given a peptide amino acid sequence and an MHC pseudo amino acid sequence, predict their binding affinity value. This is MHC class I binding data. (1) The peptide sequence is REVLSDREL. The MHC is HLA-B44:02 with pseudo-sequence HLA-B44:02. The binding affinity (normalized) is 0.343. (2) The peptide sequence is KDTWLDARM. The MHC is HLA-B57:01 with pseudo-sequence HLA-B57:01. The binding affinity (normalized) is 0. (3) The peptide sequence is GLLGFAAPF. The MHC is Patr-A0701 with pseudo-sequence Patr-A0701. The binding affinity (normalized) is 0.179. (4) The peptide sequence is YFARRFKYL. The MHC is HLA-A03:01 with pseudo-sequence HLA-A03:01. The binding affinity (normalized) is 0.0847. (5) The peptide sequence is DYIYLPLLK. The MHC is HLA-B58:01 with pseudo-sequence HLA-B58:01. The binding affinity (normalized) is 0.0847. (6) The peptide sequence is ALFMYYAKR. The MHC is HLA-A33:01 with pseudo-sequence HLA-A33:01. The binding affinity (normalized) is 0.678.